The task is: Predict the product of the given reaction.. This data is from Forward reaction prediction with 1.9M reactions from USPTO patents (1976-2016). (1) Given the reactants C(C(CC)CNCC1SC(C2C=C3C(=C(C(N)=O)C=2)NC=C3C2CCN(S(CC)(=O)=O)CC2)=CC=1)C.[CH:37]([C:39]1[S:43][C:42]([B:44]([OH:46])[OH:45])=[CH:41][CH:40]=1)=O.[CH3:47][C:48]([CH3:53])([CH3:52])[CH2:49][CH2:50][NH2:51].[BH3-]C#N.[Na+], predict the reaction product. The product is: [CH3:47][C:48]([CH3:53])([CH3:52])[CH2:49][CH2:50][NH:51][CH2:37][C:39]1[S:43][C:42]([B:44]([OH:46])[OH:45])=[CH:41][CH:40]=1. (2) Given the reactants [F:1][C:2]1[C:10]2[C:6](=[C:7]([CH3:12])[N:8]([CH3:11])[N:9]=2)[CH:5]=[C:4](C(O)=O)[C:3]=1[NH:16][C:17]1[CH:22]=[CH:21][C:20]([I:23])=[CH:19][C:18]=1[F:24].C([N:27]([CH2:30]C)CC)C.C1(P(N=[N+]=[N-])(C2C=CC=CC=2)=[O:39])C=CC=CC=1, predict the reaction product. The product is: [F:1][C:2]1[C:10]2[C:6](=[C:7]([CH3:12])[N:8]([CH3:11])[N:9]=2)[CH:5]=[C:4]2[NH:27][C:30](=[O:39])[N:16]([C:17]3[CH:22]=[CH:21][C:20]([I:23])=[CH:19][C:18]=3[F:24])[C:3]=12. (3) Given the reactants [C:1]([CH:4]1[N:9]([C:10]2[CH:15]=[CH:14][C:13]([C:16]([OH:25])([C:21]([F:24])([F:23])[F:22])[C:17]([F:20])([F:19])[F:18])=[CH:12][CH:11]=2)[CH2:8][CH2:7][N:6](C(OCC2C=CC=CC=2)=O)[CH2:5]1)#[C:2][CH3:3].C(O)(C(F)(F)F)=O.FC(F)(F)S(O)(=O)=O.C([O-])(O)=O.[Na+].C(N(CC)CC)C.[NH2:63][C:64]1[N:69]=[CH:68][C:67]([S:70](Cl)(=[O:72])=[O:71])=[CH:66][CH:65]=1, predict the reaction product. The product is: [NH2:63][C:64]1[N:69]=[CH:68][C:67]([S:70]([N:6]2[CH2:7][CH2:8][N:9]([C:10]3[CH:11]=[CH:12][C:13]([C:16]([OH:25])([C:17]([F:20])([F:18])[F:19])[C:21]([F:22])([F:23])[F:24])=[CH:14][CH:15]=3)[CH:4]([C:1]#[C:2][CH3:3])[CH2:5]2)(=[O:72])=[O:71])=[CH:66][CH:65]=1.